Dataset: Full USPTO retrosynthesis dataset with 1.9M reactions from patents (1976-2016). Task: Predict the reactants needed to synthesize the given product. Given the product [F:42][C:43]1[CH:44]=[C:45]([CH:63]=[CH:64][CH:65]=1)[CH2:46][N:47]1[C:51]([CH3:52])=[C:50]([C:2]2[C:10]3[C:5](=[N:6][CH:7]=[C:8]([C:11]4[CH:16]=[CH:15][C:14]([N:17]5[CH2:22][CH2:21][N:20]([C:23]([O:25][C:26]([CH3:29])([CH3:28])[CH3:27])=[O:24])[CH2:19][CH2:18]5)=[CH:13][C:12]=4[O:30][CH3:31])[CH:9]=3)[N:4]([S:32]([C:35]3[CH:41]=[CH:40][C:38]([CH3:39])=[CH:37][CH:36]=3)(=[O:34])=[O:33])[CH:3]=2)[C:49]([CH3:62])=[N:48]1, predict the reactants needed to synthesize it. The reactants are: I[C:2]1[C:10]2[C:5](=[N:6][CH:7]=[C:8]([C:11]3[CH:16]=[CH:15][C:14]([N:17]4[CH2:22][CH2:21][N:20]([C:23]([O:25][C:26]([CH3:29])([CH3:28])[CH3:27])=[O:24])[CH2:19][CH2:18]4)=[CH:13][C:12]=3[O:30][CH3:31])[CH:9]=2)[N:4]([S:32]([C:35]2[CH:41]=[CH:40][C:38]([CH3:39])=[CH:37][CH:36]=2)(=[O:34])=[O:33])[CH:3]=1.[F:42][C:43]1[CH:44]=[C:45]([CH:63]=[CH:64][CH:65]=1)[CH2:46][N:47]1[C:51]([CH3:52])=[C:50](B2OC(C)(C)C(C)(C)O2)[C:49]([CH3:62])=[N:48]1.C(=O)([O-])[O-].[Na+].[Na+].